This data is from Catalyst prediction with 721,799 reactions and 888 catalyst types from USPTO. The task is: Predict which catalyst facilitates the given reaction. Reactant: C[Al](C)C.[CH:5]1([CH2:8][NH2:9])[CH2:7][CH2:6]1.C[O:11][C:12](=O)[C:13]1[CH:18]=[CH:17][C:16]([N:19]2[CH:23]=[C:22]([C:24]3[C:25]([C:33]4[CH:38]=[CH:37][CH:36]=[CH:35][CH:34]=4)=[N:26][O:27][C:28]=3[C:29]([F:32])([F:31])[F:30])[N:21]=[CH:20]2)=[CH:15][CH:14]=1.O. Product: [CH:5]1([CH2:8][NH:9][C:12](=[O:11])[C:13]2[CH:18]=[CH:17][C:16]([N:19]3[CH:23]=[C:22]([C:24]4[C:25]([C:33]5[CH:34]=[CH:35][CH:36]=[CH:37][CH:38]=5)=[N:26][O:27][C:28]=4[C:29]([F:32])([F:31])[F:30])[N:21]=[CH:20]3)=[CH:15][CH:14]=2)[CH2:7][CH2:6]1. The catalyst class is: 12.